Predict the reactants needed to synthesize the given product. From a dataset of Full USPTO retrosynthesis dataset with 1.9M reactions from patents (1976-2016). (1) The reactants are: C([O:4][C:5]1[CH:10]=[CH:9][C:8]([CH2:11][S:12]([CH2:14][CH2:15][N:16]2[CH:20]=[CH:19][N:18]=[N:17]2)=[O:13])=[CH:7][CH:6]=1)C=C.CN1C(=O)CC(=O)N(C)C1=O. Given the product [N:16]1([CH2:15][CH2:14][S:12]([CH2:11][C:8]2[CH:7]=[CH:6][C:5]([OH:4])=[CH:10][CH:9]=2)=[O:13])[CH:20]=[CH:19][N:18]=[N:17]1, predict the reactants needed to synthesize it. (2) The reactants are: [CH3:1][N:2]([CH3:7])[CH2:3][C:4](=[S:6])[NH2:5].[Cl:8][CH2:9][C:10]([CH2:12]Cl)=O.C(=O)(O)[O-].[Na+].S(Cl)(Cl)=O. Given the product [ClH:8].[Cl:8][CH2:9][C:10]1[N:5]=[C:4]([CH2:3][N:2]([CH3:7])[CH3:1])[S:6][CH:12]=1, predict the reactants needed to synthesize it. (3) Given the product [CH3:31][CH:32]1[CH2:36][CH2:35][CH2:34][N:33]1[C:22]([NH:21][CH:17]1[C:15]2[N:16]=[C:12]([C:9]3[CH:8]=[CH:7][C:6]([O:5][CH2:4][CH2:3][CH2:2][N:48]4[CH2:53][CH2:54][CH2:55][CH:57]4[CH3:58])=[CH:11][CH:10]=3)[S:13][C:14]=2[CH2:20][CH2:19][CH2:18]1)=[O:30], predict the reactants needed to synthesize it. The reactants are: Cl[CH2:2][CH2:3][CH2:4][O:5][C:6]1[CH:11]=[CH:10][C:9]([C:12]2[S:13][C:14]3[CH2:20][CH2:19][CH2:18][CH:17]([NH:21][C:22](=[O:30])OCC[Si](C)(C)C)[C:15]=3[N:16]=2)=[CH:8][CH:7]=1.[CH3:31][CH:32]1[CH2:36][CH2:35][CH2:34][NH:33]1.C(OCC)(=O)C.[F-].C([N+:48]([CH2:57][CH2:58]CC)([CH2:53][CH2:54][CH2:55]C)CCCC)CCC. (4) Given the product [CH3:16][O:17][C:18](=[O:25])[CH2:19][N:20]([C:9]([O:11][C:12]([CH3:13])([CH3:14])[CH3:15])=[O:10])[C:21]([CH3:24])([CH3:23])[CH3:22], predict the reactants needed to synthesize it. The reactants are: [C:9](O[C:9]([O:11][C:12]([CH3:15])([CH3:14])[CH3:13])=[O:10])([O:11][C:12]([CH3:15])([CH3:14])[CH3:13])=[O:10].[CH3:16][O:17][C:18](=[O:25])[CH2:19][NH:20][C:21]([CH3:24])([CH3:23])[CH3:22].CN(C)CCN. (5) Given the product [Br:1][C:2]1[CH:3]=[CH:4][C:5]([CH:8]([OH:12])[C:9]([NH:17][CH2:18][CH2:19][C:20]2[CH:25]=[CH:24][C:23]([OH:26])=[C:22]([O:27][CH3:28])[CH:21]=2)=[O:15])=[CH:6][CH:7]=1, predict the reactants needed to synthesize it. The reactants are: [Br:1][C:2]1[CH:7]=[CH:6][C:5]([CH:8]2[O:12]C(C)(C)O[C:9]2=[O:15])=[CH:4][CH:3]=1.Cl.[NH2:17][CH2:18][CH2:19][C:20]1[CH:25]=[CH:24][C:23]([OH:26])=[C:22]([O:27][CH3:28])[CH:21]=1.C(N(CC)CC)C. (6) Given the product [CH3:13][S:14]([C:17]1[CH:26]=[CH:25][C:20]([C:21]2[C:1]([C:2]3[CH:7]=[CH:6][CH:5]=[CH:4][CH:3]=3)=[C:8]3[N:9]([CH:22]=2)[CH2:10][CH2:11][CH2:12]3)=[CH:19][CH:18]=1)(=[O:15])=[O:16], predict the reactants needed to synthesize it. The reactants are: [CH2:1]([C:8]1[CH2:12][CH2:11][CH2:10][N:9]=1)[C:2]1[CH:7]=[CH:6][CH:5]=[CH:4][CH:3]=1.[CH3:13][S:14]([C:17]1[CH:26]=[CH:25][C:20]([C:21](=O)[CH2:22]Br)=[CH:19][CH:18]=1)(=[O:16])=[O:15].C([O-])(O)=O.[Na+].BrC(Br)=O. (7) Given the product [C:21]1([NH:20][C:17]2[N:18]=[CH:19][N:15]([C:13]3[CH:12]=[CH:11][N:10]=[C:9]([NH2:8])[CH:14]=3)[N:16]=2)[CH:22]=[CH:23][CH:24]=[CH:25][CH:26]=1, predict the reactants needed to synthesize it. The reactants are: COC1C=CC(C[NH:8][C:9]2[CH:14]=[C:13]([N:15]3[CH:19]=[N:18][C:17]([NH:20][C:21]4[CH:26]=[CH:25][CH:24]=[CH:23][CH:22]=4)=[N:16]3)[CH:12]=[CH:11][N:10]=2)=CC=1.C(O)(=O)C. (8) Given the product [C:22]([O:21][C:19]([NH:1][CH2:2][CH:3]([OH:4])[C:5]([OH:7])=[O:6])=[O:20])([CH3:25])([CH3:24])[CH3:23], predict the reactants needed to synthesize it. The reactants are: [NH2:1][CH2:2][CH:3]([C:5]([OH:7])=[O:6])[OH:4].C([O-])([O-])=O.[K+].[K+].C([O-])(O)=O.[Na+].[C:19](O[C:19]([O:21][C:22]([CH3:25])([CH3:24])[CH3:23])=[O:20])([O:21][C:22]([CH3:25])([CH3:24])[CH3:23])=[O:20].